From a dataset of NCI-60 drug combinations with 297,098 pairs across 59 cell lines. Regression. Given two drug SMILES strings and cell line genomic features, predict the synergy score measuring deviation from expected non-interaction effect. Drug 1: CC12CCC3C(C1CCC2O)C(CC4=C3C=CC(=C4)O)CCCCCCCCCS(=O)CCCC(C(F)(F)F)(F)F. Drug 2: CCN(CC)CCCC(C)NC1=C2C=C(C=CC2=NC3=C1C=CC(=C3)Cl)OC. Cell line: UO-31. Synergy scores: CSS=4.36, Synergy_ZIP=-4.98, Synergy_Bliss=0.625, Synergy_Loewe=-10.1, Synergy_HSA=-2.67.